From a dataset of Forward reaction prediction with 1.9M reactions from USPTO patents (1976-2016). Predict the product of the given reaction. (1) Given the reactants [CH3:1][C:2]1[CH:3]=[N:4][CH:5]=[C:6]([CH:11]=1)[C:7]([O:9][CH3:10])=[O:8].Cl.[H][H], predict the reaction product. The product is: [CH3:1][CH:2]1[CH2:3][NH:4][CH2:5][CH:6]([C:7]([O:9][CH3:10])=[O:8])[CH2:11]1. (2) Given the reactants C(OC([N:6]1[CH2:12][CH:11]([NH2:13])[C:10]2=[N:14][C:15]([C:19]3[CH:24]=[CH:23][N:22]=[CH:21][N:20]=3)=[CH:16][C:17](=[O:18])[N:9]2[CH2:8][CH2:7]1)=O)C.[BrH:25], predict the reaction product. The product is: [BrH:25].[BrH:25].[NH2:13][CH:11]1[C:10]2=[N:14][C:15]([C:19]3[CH:24]=[CH:23][N:22]=[CH:21][N:20]=3)=[CH:16][C:17](=[O:18])[N:9]2[CH2:8][CH2:7][NH:6][CH2:12]1. (3) Given the reactants Br[C:2]1[C:3](=[O:19])[N:4]([C:8]2[CH:9]=[C:10]([CH:15]=[CH:16][C:17]=2[Cl:18])[C:11]([O:13][CH3:14])=[O:12])[CH:5]=[CH:6][N:7]=1.C(N(C(C)C)C(C)C)C.[CH2:29]([O:36][C:37]1[CH:42]=[CH:41][CH:40]=[CH:39][C:38]=1[C:43]([NH2:46])([CH3:45])[CH3:44])[C:30]1[CH:35]=[CH:34][CH:33]=[CH:32][CH:31]=1, predict the reaction product. The product is: [CH3:14][O:13][C:11](=[O:12])[C:10]1[CH:15]=[CH:16][C:17]([Cl:18])=[C:8]([N:4]2[CH:5]=[CH:6][N:7]=[C:2]([NH:46][C:43]([C:38]3[CH:39]=[CH:40][CH:41]=[CH:42][C:37]=3[O:36][CH2:29][C:30]3[CH:35]=[CH:34][CH:33]=[CH:32][CH:31]=3)([CH3:45])[CH3:44])[C:3]2=[O:19])[CH:9]=1. (4) Given the reactants C[O:2][C:3](=[O:39])[CH2:4][NH:5][C:6](=[O:38])[C:7]1[CH:12]=[C:11]([Cl:13])[C:10]([O:14][C:15]2[C:20]([C:21]([N:23]3[C:32]4[C:27](=[CH:28][CH:29]=[CH:30][CH:31]=4)[N:26]([CH:33]4[CH2:35][CH2:34]4)[CH2:25][CH2:24]3)=[O:22])=[CH:19][N:18]=[C:17]([CH3:36])[CH:16]=2)=[CH:9][C:8]=1[Cl:37].O.O.[OH-].[Li+].Cl, predict the reaction product. The product is: [Cl:37][C:8]1[CH:9]=[C:10]([O:14][C:15]2[C:20]([C:21]([N:23]3[C:32]4[C:27](=[CH:28][CH:29]=[CH:30][CH:31]=4)[N:26]([CH:33]4[CH2:35][CH2:34]4)[CH2:25][CH2:24]3)=[O:22])=[CH:19][N:18]=[C:17]([CH3:36])[CH:16]=2)[C:11]([Cl:13])=[CH:12][C:7]=1[C:6]([NH:5][CH2:4][C:3]([OH:39])=[O:2])=[O:38]. (5) The product is: [NH2:1][C@H:2]([C:7]1[CH:12]=[CH:11][CH:10]=[CH:9][C:8]=1[CH3:13])[CH2:3][C:4]([O:6][CH2:14][CH3:15])=[O:5].[ClH:19].[NH2:1][C@H:2]([C:7]1[CH:12]=[CH:11][CH:10]=[CH:9][C:8]=1[CH3:13])[CH2:3][C:4]([O:6][CH2:14][CH3:15])=[O:5].[CH3:12][CH:7]1[CH2:2][CH2:3][CH2:4][O:5]1. Given the reactants [NH2:1][C@H:2]([C:7]1[CH:12]=[CH:11][CH:10]=[CH:9][C:8]=1[CH3:13])[CH2:3][C:4]([OH:6])=[O:5].[CH2:14](O)[CH3:15].S(Cl)([Cl:19])=O, predict the reaction product.